Dataset: hERG potassium channel inhibition data for cardiac toxicity prediction from Karim et al.. Task: Regression/Classification. Given a drug SMILES string, predict its toxicity properties. Task type varies by dataset: regression for continuous values (e.g., LD50, hERG inhibition percentage) or binary classification for toxic/non-toxic outcomes (e.g., AMES mutagenicity, cardiotoxicity, hepatotoxicity). Dataset: herg_karim. (1) The compound is O=C(C1CNCCC1(O)c1ccc(F)c(F)c1)N(Cc1cccc(Cl)c1Cl)C1CC1. The result is 1 (blocker). (2) The compound is O=C1N(Cc2ccccc2)C2C[S+]3CCCC3C2N1Cc1ccccc1. The result is 0 (non-blocker). (3) The compound is COc1cccc2c1OC(c1ccc(OCCCN3CCC[C@@H]3C)cc1)C(C)S2(=O)=O. The result is 1 (blocker). (4) The compound is CC(C)c1cc(C(C)C)c(CC(=O)NS(=O)(=O)Oc2c(C(C)C)cccc2C(C)C)c(C(C)C)c1. The result is 0 (non-blocker). (5) The compound is COc1ncc(-c2cccc3c2C[C@H](NC(=O)c2ccc(OCC(F)(F)F)nc2)CO3)cc1F. The result is 0 (non-blocker). (6) The drug is O=C1CCc2cccc(OC[C@@H](O)CN3CCC4(CC3)Cc3cc(Cl)ccc3O4)c2N1. The result is 1 (blocker). (7) The drug is Cc1cc(C2C=CN=CN2)c(C)s1.Cl. The result is 0 (non-blocker). (8) The drug is O=C1COc2ccc(CNC34CCC(C[C@@]5(O)Cn6c(=O)ccc7ncc(F)c5c76)(CC3)OC4)nc2N1. The result is 0 (non-blocker). (9) The molecule is COc1cc(N2CCN(C(=O)N(C)C)CC2)ccc1Nc1ncc(Cl)c(-c2cnc3ccccn23)n1. The result is 0 (non-blocker).